Dataset: Reaction yield outcomes from USPTO patents with 853,638 reactions. Task: Predict the reaction yield, written as a fraction of the theoretical maximum amount of product (1.0 means a 100% yield; for example, 0.34 means a 34% yield). The reactants are [NH2:1][C:2]1[C:7](=[O:8])[N:6]([CH3:9])[CH:5]=[C:4]([C:10]2[C:11]([CH2:30][OH:31])=[C:12]([N:16]3[CH2:25][CH2:24][C:23]4[C:18](=[CH:19][CH:20]=[C:21]([N:26]([CH3:28])[CH3:27])[CH:22]=4)[C:17]3=[O:29])[CH:13]=[CH:14][CH:15]=2)[CH:3]=1.O=C1CCC(=O)N1[O:39][C:40](=O)[CH2:41][C:42]#[N:43].CN1CCC(=C2C3C(=CC=CC=3)C=CC3C2=CC=CC=3)CC1. The catalyst is O1CCOCC1.C(O)C.C(OC(=O)C)C. The product is [C:42]([CH2:41][C:40]([NH:1][C:2]1[C:7](=[O:8])[N:6]([CH3:9])[CH:5]=[C:4]([C:10]2[CH:15]=[CH:14][CH:13]=[C:12]([N:16]3[CH2:25][CH2:24][C:23]4[C:18](=[CH:19][CH:20]=[C:21]([N:26]([CH3:27])[CH3:28])[CH:22]=4)[C:17]3=[O:29])[C:11]=2[CH2:30][OH:31])[CH:3]=1)=[O:39])#[N:43]. The yield is 0.260.